This data is from Catalyst prediction with 721,799 reactions and 888 catalyst types from USPTO. The task is: Predict which catalyst facilitates the given reaction. Reactant: [Cl:1][C:2]1[CH:7]=[CH:6][C:5]([C@H:8]2[CH2:14][C@H:13]3[N:15]([CH3:16])[C@H:10]([CH2:11][CH2:12]3)[C@@H:9]2[C:17]2[O:18][C:19]([C:22]3[CH:27]=[CH:26][CH:25]=[CH:24][CH:23]=3)=[N:20][N:21]=2)=[CH:4][CH:3]=1. Product: [ClH:1].[Cl:1][C:2]1[CH:7]=[CH:6][C:5]([C@H:8]2[CH2:14][C@H:13]3[N:15]([CH3:16])[C@H:10]([CH2:11][CH2:12]3)[C@H:9]2[C:17]2[O:18][C:19]([C:22]3[CH:27]=[CH:26][CH:25]=[CH:24][CH:23]=3)=[N:20][N:21]=2)=[CH:4][CH:3]=1. The catalyst class is: 22.